Predict the reaction yield, written as a fraction of the theoretical maximum amount of product (1.0 means a 100% yield; for example, 0.34 means a 34% yield). From a dataset of Reaction yield outcomes from USPTO patents with 853,638 reactions. (1) The reactants are [CH3:1][C:2]1[CH:11]=[C:10]([OH:12])[C:9]2[C:4](=[CH:5][CH:6]=[CH:7][CH:8]=2)[N:3]=1.Br[CH2:14][C:15]1[CH:20]=[CH:19][C:18]([B:21]2[O:25][C:24]([CH3:27])([CH3:26])[C:23]([CH3:29])([CH3:28])[O:22]2)=[CH:17][CH:16]=1. No catalyst specified. The product is [CH3:1][C:2]1[CH:11]=[C:10]([O:12][CH2:14][C:15]2[CH:16]=[CH:17][C:18]([B:21]3[O:22][C:23]([CH3:29])([CH3:28])[C:24]([CH3:27])([CH3:26])[O:25]3)=[CH:19][CH:20]=2)[C:9]2[C:4](=[CH:5][CH:6]=[CH:7][CH:8]=2)[N:3]=1. The yield is 0.280. (2) The reactants are [Br:1][C:2]1[CH:8]=[CH:7][C:5]([NH2:6])=[CH:4][CH:3]=1.[N:9]([O-])=O.[Na+].[NH:13]1[CH2:17][CH2:16][CH2:15][CH2:14]1. The catalyst is Cl.O.[OH-].[K+]. The product is [Br:1][C:2]1[CH:8]=[CH:7][C:5](/[N:6]=[N:9]/[N:13]2[CH2:17][CH2:16][CH2:15][CH2:14]2)=[CH:4][CH:3]=1. The yield is 0.462. (3) The product is [F:26][C:27]1[CH:32]=[CH:31][C:30]2[NH:33][C:23]([CH2:22][N:3]3[C:4]4[C:9](=[CH:8][CH:7]=[CH:6][CH:5]=4)[C:10]4([C:14]5=[CH:15][C:16]6[O:20][CH2:19][O:18][C:17]=6[CH:21]=[C:13]5[O:12][CH2:11]4)[C:2]3=[O:1])=[N:34][C:29]=2[CH:28]=1. The catalyst is C1(C)C=CC=CC=1.O. The reactants are [O:1]=[C:2]1[C:10]2([C:14]3=[CH:15][C:16]4[O:20][CH2:19][O:18][C:17]=4[CH:21]=[C:13]3[O:12][CH2:11]2)[C:9]2[C:4](=[CH:5][CH:6]=[CH:7][CH:8]=2)[N:3]1[CH2:22][C:23](O)=O.[F:26][C:27]1[CH:28]=[C:29]([NH2:34])[C:30]([NH2:33])=[CH:31][CH:32]=1. The yield is 0.220. (4) The reactants are C([O:8][C:9]1[CH:14]=[CH:13][C:12]([C:15]2[C:19]([C:20]3[CH:25]=[CH:24][N:23]=[CH:22][CH:21]=3)=[CH:18][N:17]([CH3:26])[N:16]=2)=[CH:11][CH:10]=1)C1C=CC=CC=1.C(OCC)(=O)C. The catalyst is C(O)C.[OH-].[Pd+2].[OH-]. The product is [CH3:26][N:17]1[CH:18]=[C:19]([C:20]2[CH:21]=[CH:22][N:23]=[CH:24][CH:25]=2)[C:15]([C:12]2[CH:13]=[CH:14][C:9]([OH:8])=[CH:10][CH:11]=2)=[N:16]1. The yield is 0.910. (5) The reactants are [OH:1][C:2]([C:5]1[CH:13]=[CH:12][C:8]([C:9]([OH:11])=O)=[CH:7][CH:6]=1)([CH3:4])[CH3:3].F[P-](F)(F)(F)(F)F.N1(OC(N(C)C)=[N+](C)C)C2N=CC=CC=2N=N1.C(N(CC)CC)C.[NH2:45][CH2:46][C:47]1[C:48]([OH:55])=[N:49][C:50]([CH3:54])=[CH:51][C:52]=1[CH3:53]. The catalyst is ClCCl. The product is [OH:55][C:48]1[C:47]([CH2:46][NH:45][C:9](=[O:11])[C:8]2[CH:7]=[CH:6][C:5]([C:2]([OH:1])([CH3:3])[CH3:4])=[CH:13][CH:12]=2)=[C:52]([CH3:53])[CH:51]=[C:50]([CH3:54])[N:49]=1. The yield is 0.760. (6) The reactants are C(O)(=O)C.[F:5][C:6]1[CH:7]=[C:8]2[C:13](=[CH:14][C:15]=1[F:16])[N:12]([CH2:17][CH2:18][CH:19]=O)[C:11](=[O:21])[CH:10]=[N:9]2.[NH2:22][CH2:23][C@@H:24]1[CH2:28][N:27]([C:29]2[CH:30]=[CH:31][C:32]3[O:33][CH2:34][C:35](=[O:39])[NH:36][C:37]=3[N:38]=2)[C:26](=[O:40])[CH2:25]1.C(O[BH-](OC(=O)C)OC(=O)C)(=O)C.[Na+].C(=O)([O-])O.[Na+]. The catalyst is CO. The product is [F:5][C:6]1[CH:7]=[C:8]2[C:13](=[CH:14][C:15]=1[F:16])[N:12]([CH2:17][CH2:18][CH2:19][NH:22][CH2:23][C@@H:24]1[CH2:28][N:27]([C:29]3[CH:30]=[CH:31][C:32]4[O:33][CH2:34][C:35](=[O:39])[NH:36][C:37]=4[N:38]=3)[C:26](=[O:40])[CH2:25]1)[C:11](=[O:21])[CH:10]=[N:9]2. The yield is 0.0700. (7) The reactants are [Br:1][C:2]1[CH:7]=[CH:6][C:5]([CH2:8]O)=[C:4]([F:10])[CH:3]=1.CS(Cl)(=O)=O.CCN(C(C)C)C(C)C.[NH:25]1[CH2:30][CH2:29][CH:28]([OH:31])[CH2:27][CH2:26]1. The catalyst is C(Cl)Cl. The product is [Br:1][C:2]1[CH:7]=[CH:6][C:5]([CH2:8][N:25]2[CH2:30][CH2:29][CH:28]([OH:31])[CH2:27][CH2:26]2)=[C:4]([F:10])[CH:3]=1. The yield is 0.700. (8) The reactants are [CH3:1][O:2][C:3]([C:5]1[C:13]([NH:14][C:15]2[CH:20]=[CH:19][CH:18]=[CH:17][CH:16]=2)=[C:12]([Cl:21])[C:8]2[N:9]=[CH:10][NH:11][C:7]=2[CH:6]=1)=[O:4].C1C(=O)N([Br:29])C(=O)C1. The catalyst is CN(C=O)C. The product is [CH3:1][O:2][C:3]([C:5]1[C:13]([NH:14][C:15]2[CH:16]=[CH:17][C:18]([Br:29])=[CH:19][CH:20]=2)=[C:12]([Cl:21])[C:8]2[N:9]=[CH:10][NH:11][C:7]=2[CH:6]=1)=[O:4]. The yield is 0.540. (9) The reactants are [NH2:1][C:2]1[N:3]=[C:4]2[CH:9]=[CH:8][C:7]([O:10][C:11]3[CH:12]=[C:13]([NH:17][C:18](=[O:30])[C:19]4[CH:24]=[CH:23][CH:22]=[C:21]([C:25]5([C:28]#[N:29])[CH2:27][CH2:26]5)[CH:20]=4)[CH:14]=[CH:15][CH:16]=3)=[N:6][N:5]2[CH:31]=1.[N:32]1[CH:37]=[CH:36][CH:35]=[CH:34][C:33]=1[C:38](O)=[O:39].C(Cl)(=O)C(Cl)=O.O1CCCC1. The catalyst is CN(C)C=O.CN1CCCC1=O. The product is [C:28]([C:25]1([C:21]2[CH:20]=[C:19]([CH:24]=[CH:23][CH:22]=2)[C:18]([NH:17][C:13]2[CH:12]=[C:11]([CH:16]=[CH:15][CH:14]=2)[O:10][C:7]2[CH:8]=[CH:9][C:4]3[N:5]([CH:31]=[C:2]([NH:1][C:38]([C:33]4[CH:34]=[CH:35][CH:36]=[CH:37][N:32]=4)=[O:39])[N:3]=3)[N:6]=2)=[O:30])[CH2:27][CH2:26]1)#[N:29]. The yield is 0.670. (10) The reactants are [C:1]1([CH:7]([C:13]2[CH:18]=[CH:17][CH:16]=[CH:15][CH:14]=2)[N:8]2[CH2:11][CH:10]([OH:12])[CH2:9]2)[CH:6]=[CH:5][CH:4]=[CH:3][CH:2]=1.[CH3:19][C:20]([O-])([CH3:22])[CH3:21].[K+].BrCC(C)=C. The catalyst is C1COCC1.O. The product is [C:13]1([CH:7]([C:1]2[CH:2]=[CH:3][CH:4]=[CH:5][CH:6]=2)[N:8]2[CH2:11][CH:10]([O:12][CH2:21][C:20]([CH3:22])=[CH2:19])[CH2:9]2)[CH:14]=[CH:15][CH:16]=[CH:17][CH:18]=1. The yield is 0.940.